Task: Predict the product of the given reaction.. Dataset: Forward reaction prediction with 1.9M reactions from USPTO patents (1976-2016) (1) Given the reactants [F:1][C:2]1[CH:3]=[CH:4][C:5]([C:12]([F:15])([F:14])[F:13])=[C:6]2[C:10]=1[C@@H:9]([OH:11])[CH2:8][CH2:7]2.[CH3:16][O:17][C:18](=[O:30])[CH2:19][C@H:20]1[C:24]2[CH:25]=[CH:26][C:27](O)=[CH:28][C:23]=2[O:22][CH2:21]1, predict the reaction product. The product is: [CH3:16][O:17][C:18](=[O:30])[CH2:19][C@H:20]1[C:24]2[CH:25]=[CH:26][C:27]([O:11][C@H:9]3[C:10]4[C:6](=[C:5]([C:12]([F:13])([F:14])[F:15])[CH:4]=[CH:3][C:2]=4[F:1])[CH2:7][CH2:8]3)=[CH:28][C:23]=2[O:22][CH2:21]1. (2) Given the reactants [I:1][C:2]1[CH:3]=[C:4]2[C:9](=[CH:10][CH:11]=1)[C:8](=[O:12])[NH:7][C:6](=[O:13])[C:5]2=[CH:14][NH:15][C:16]1[CH:21]=[CH:20][C:19]([CH:22]2[CH2:26][CH2:25][CH2:24][NH:23]2)=[CH:18][CH:17]=1.C([O-])([O-])=O.[K+].[K+].[CH2:33](I)[CH3:34], predict the reaction product. The product is: [CH2:33]([N:23]1[CH2:24][CH2:25][CH2:26][CH:22]1[C:19]1[CH:20]=[CH:21][C:16]([NH:15][CH:14]=[C:5]2[C:4]3[C:9](=[CH:10][CH:11]=[C:2]([I:1])[CH:3]=3)[C:8](=[O:12])[NH:7][C:6]2=[O:13])=[CH:17][CH:18]=1)[CH3:34]. (3) Given the reactants [NH:1]1[C:5]2[N:6]=[CH:7][CH:8]=[C:9]([C:10]#[N:11])[C:4]=2[CH:3]=[N:2]1.CCO, predict the reaction product. The product is: [NH:1]1[C:5]2=[N:6][CH:7]=[CH:8][C:9]([CH2:10][NH2:11])=[C:4]2[CH:3]=[N:2]1.